Dataset: Peptide-MHC class I binding affinity with 185,985 pairs from IEDB/IMGT. Task: Regression. Given a peptide amino acid sequence and an MHC pseudo amino acid sequence, predict their binding affinity value. This is MHC class I binding data. The peptide sequence is LSIPHDLMEF. The MHC is HLA-B15:01 with pseudo-sequence HLA-B15:01. The binding affinity (normalized) is 0.834.